The task is: Regression. Given a peptide amino acid sequence and an MHC pseudo amino acid sequence, predict their binding affinity value. This is MHC class II binding data.. This data is from Peptide-MHC class II binding affinity with 134,281 pairs from IEDB. (1) The peptide sequence is VPEKYTIGATYAPEE. The MHC is DRB1_1201 with pseudo-sequence DRB1_1201. The binding affinity (normalized) is 0.134. (2) The peptide sequence is DPWTIYAIGGSSNPT. The MHC is DRB5_0101 with pseudo-sequence DRB5_0101. The binding affinity (normalized) is 0.477. (3) The peptide sequence is TKWDNSFLEILY. The MHC is DRB5_0101 with pseudo-sequence DRB5_0101. The binding affinity (normalized) is 0.0207. (4) The peptide sequence is AAIVNKLKAILVDLE. The MHC is DRB1_0701 with pseudo-sequence DRB1_0701. The binding affinity (normalized) is 0. (5) The peptide sequence is GELQLVDKIDAAFKI. The MHC is DRB1_0404 with pseudo-sequence DRB1_0404. The binding affinity (normalized) is 0.570.